This data is from Choline transporter screen with 302,306 compounds. The task is: Binary Classification. Given a drug SMILES string, predict its activity (active/inactive) in a high-throughput screening assay against a specified biological target. (1) The molecule is Fc1ccc(CN2CCC(CC2)C(=O)N2CCN(CC2)C\C=C\c2ccccc2)cc1. The result is 0 (inactive). (2) The compound is S1C(N(N=C1NC(=O)C)C(=O)C)c1sccc1. The result is 0 (inactive). (3) The drug is Fc1c(/C=N\N2CCCCC2)ccc(F)c1. The result is 0 (inactive). (4) The compound is Fc1ccc(Nc2nc(nc(c2)C)N)cc1. The result is 0 (inactive). (5) The compound is O1CCN(Nc2ncnc3n(cc(c23)c2ccccc2)c2cc(ccc2)C)CC1. The result is 0 (inactive). (6) The compound is s1c2n(nc1SCC(=O)Nc1cc(NC(=O)C)ccc1)c(=O)c(nn2)C. The result is 0 (inactive).